This data is from NCI-60 drug combinations with 297,098 pairs across 59 cell lines. The task is: Regression. Given two drug SMILES strings and cell line genomic features, predict the synergy score measuring deviation from expected non-interaction effect. (1) Drug 1: COC1=NC(=NC2=C1N=CN2C3C(C(C(O3)CO)O)O)N. Drug 2: CC1C(C(CC(O1)OC2CC(CC3=C2C(=C4C(=C3O)C(=O)C5=C(C4=O)C(=CC=C5)OC)O)(C(=O)CO)O)N)O.Cl. Cell line: BT-549. Synergy scores: CSS=31.2, Synergy_ZIP=-5.75, Synergy_Bliss=-2.66, Synergy_Loewe=-15.3, Synergy_HSA=-0.763. (2) Drug 1: CS(=O)(=O)C1=CC(=C(C=C1)C(=O)NC2=CC(=C(C=C2)Cl)C3=CC=CC=N3)Cl. Drug 2: C1CCC(C(C1)N)N.C(=O)(C(=O)[O-])[O-].[Pt+4]. Cell line: MDA-MB-231. Synergy scores: CSS=12.3, Synergy_ZIP=-3.08, Synergy_Bliss=1.16, Synergy_Loewe=-1.28, Synergy_HSA=1.87. (3) Drug 1: CC(C1=C(C=CC(=C1Cl)F)Cl)OC2=C(N=CC(=C2)C3=CN(N=C3)C4CCNCC4)N. Drug 2: C1=CC(=C2C(=C1NCCNCCO)C(=O)C3=C(C=CC(=C3C2=O)O)O)NCCNCCO. Cell line: UACC-257. Synergy scores: CSS=24.6, Synergy_ZIP=6.68, Synergy_Bliss=9.40, Synergy_Loewe=-14.5, Synergy_HSA=8.65. (4) Drug 1: CCCCCOC(=O)NC1=NC(=O)N(C=C1F)C2C(C(C(O2)C)O)O. Drug 2: CCN(CC)CCCC(C)NC1=C2C=C(C=CC2=NC3=C1C=CC(=C3)Cl)OC. Cell line: DU-145. Synergy scores: CSS=24.0, Synergy_ZIP=-5.00, Synergy_Bliss=1.59, Synergy_Loewe=-11.8, Synergy_HSA=-0.606. (5) Drug 1: C1=NC2=C(N=C(N=C2N1C3C(C(C(O3)CO)O)F)Cl)N. Drug 2: CCC1=C2CN3C(=CC4=C(C3=O)COC(=O)C4(CC)O)C2=NC5=C1C=C(C=C5)O. Cell line: TK-10. Synergy scores: CSS=27.5, Synergy_ZIP=-9.68, Synergy_Bliss=-4.41, Synergy_Loewe=-2.42, Synergy_HSA=-2.13.